From a dataset of Peptide-MHC class II binding affinity with 134,281 pairs from IEDB. Regression. Given a peptide amino acid sequence and an MHC pseudo amino acid sequence, predict their binding affinity value. This is MHC class II binding data. (1) The peptide sequence is FFQMTNTNPDQKCIT. The MHC is DRB1_0301 with pseudo-sequence DRB1_0301. The binding affinity (normalized) is 0.193. (2) The peptide sequence is LLAMAVLAALFAGAW. The MHC is HLA-DQA10501-DQB10301 with pseudo-sequence HLA-DQA10501-DQB10301. The binding affinity (normalized) is 0.437. (3) The peptide sequence is LGHDGTVWAQSADFP. The MHC is DRB1_1201 with pseudo-sequence DRB1_1201. The binding affinity (normalized) is 0.347. (4) The peptide sequence is ENCILIRLTLLLWIS. The MHC is DRB1_0101 with pseudo-sequence DRB1_0101. The binding affinity (normalized) is 0.522. (5) The peptide sequence is NLYKLHGGHVSCRVK. The MHC is HLA-DQA10103-DQB10603 with pseudo-sequence HLA-DQA10103-DQB10603. The binding affinity (normalized) is 0. (6) The binding affinity (normalized) is 0.0520. The MHC is HLA-DQA10104-DQB10503 with pseudo-sequence HLA-DQA10104-DQB10503. The peptide sequence is AHGIPKVPPGPNITA. (7) The peptide sequence is RRGRIGRNPNRDGDS. The MHC is DRB1_0801 with pseudo-sequence DRB1_0801. The binding affinity (normalized) is 0. (8) The peptide sequence is AFKVAATAANAAPAN. The MHC is DRB1_1201 with pseudo-sequence DRB1_1201. The binding affinity (normalized) is 0.0915.